Dataset: Catalyst prediction with 721,799 reactions and 888 catalyst types from USPTO. Task: Predict which catalyst facilitates the given reaction. (1) Reactant: C([O:5][C:6](=[O:28])[CH2:7][O:8][C:9]1[CH:14]=[CH:13][C:12]([CH2:15][CH2:16][O:17][C:18]2[CH:27]=[CH:26][CH:25]=[CH:24][C:19]=2[C:20]([O:22][CH3:23])=[O:21])=[CH:11][CH:10]=1)(C)(C)C.FC(F)(F)C(O)=O. Product: [CH3:23][O:22][C:20]([C:19]1[CH:24]=[CH:25][CH:26]=[CH:27][C:18]=1[O:17][CH2:16][CH2:15][C:12]1[CH:13]=[CH:14][C:9]([O:8][CH2:7][C:6]([OH:28])=[O:5])=[CH:10][CH:11]=1)=[O:21]. The catalyst class is: 2. (2) Reactant: [OH:1][B:2]1[C:6]2[CH:7]=[C:8]([NH:11][S:12]([C:15]3[CH:20]=[CH:19][C:18]([O:21]C)=[CH:17][C:16]=3[CH2:23][CH2:24][OH:25])(=[O:14])=[O:13])[CH:9]=[CH:10][C:5]=2[CH2:4][O:3]1.B(Br)(Br)Br. Product: [OH:21][C:18]1[CH:19]=[CH:20][C:15]([S:12]([NH:11][C:8]2[CH:9]=[CH:10][C:5]3[CH2:4][O:3][B:2]([OH:1])[C:6]=3[CH:7]=2)(=[O:13])=[O:14])=[C:16]([CH2:23][CH2:24][OH:25])[CH:17]=1. The catalyst class is: 2. (3) Reactant: CS(C1C=CC(C2N3C(C=NC(NC4C=CC(N5CCOCC5)=CC=4)=N3)=C(C)C=2)=CC=1)(=O)=O.[NH2:34][C:35]1[CH:40]=[CH:39][C:38]([N:41]2[CH2:46][CH2:45][CH2:44][CH:43]([C:47]([N:49]3[CH2:54][CH2:53][N:52]([CH3:55])[CH2:51][CH2:50]3)=[O:48])[CH2:42]2)=[CH:37][CH:36]=1.[F:56][C:57]([F:62])([F:61])[C:58]([OH:60])=[O:59].[CH3:63][O:64][C:65]1[CH:70]=[CH:69][CH:68]=[CH:67][C:66]=1[C:71]1[N:79]2[C:74]([CH:75]=[N:76][C:77](NC3C=NC(N4CCOCC4)=CC=3)=[N:78]2)=[CH:73][CH:72]=1.COCC(O)C. Product: [F:56][C:57]([F:62])([F:61])[C:58]([OH:60])=[O:59].[CH3:63][O:64][C:65]1[CH:70]=[CH:69][CH:68]=[CH:67][C:66]=1[C:71]1[N:79]2[C:74]([CH:75]=[N:76][C:77]([NH:34][C:35]3[CH:40]=[CH:39][C:38]([N:41]4[CH2:46][CH2:45][CH2:44][CH:43]([C:47]([N:49]5[CH2:54][CH2:53][N:52]([CH3:55])[CH2:51][CH2:50]5)=[O:48])[CH2:42]4)=[CH:37][CH:36]=3)=[N:78]2)=[CH:73][CH:72]=1. The catalyst class is: 60. (4) Reactant: [CH:1]([NH:5][C:6]1[CH:11]=[CH:10][C:9]([C:12]([F:15])([F:14])[F:13])=[CH:8][C:7]=1[N+:16]([O-])=O)([CH2:3][CH3:4])[CH3:2]. Product: [CH:1]([NH:5][C:6]1[C:7]([NH2:16])=[CH:8][C:9]([C:12]([F:14])([F:15])[F:13])=[CH:10][CH:11]=1)([CH2:3][CH3:4])[CH3:2]. The catalyst class is: 63. (5) Reactant: CN(C(ON1N=NC2C=CC=NC1=2)=[N+](C)C)C.F[P-](F)(F)(F)(F)F.[O:25]=[C:26]1[C:35]2[CH2:34][CH2:33][NH:32][CH2:31][C:30]=2[NH:29][C:28]2[CH:36]=[CH:37][CH:38]=[C:39]([C:40]([O:42][CH3:43])=[O:41])[C:27]1=2.[CH3:44][C:45]1([C:48](O)=[O:49])[CH2:47][CH2:46]1.C(N(C(C)C)CC)(C)C. Product: [CH3:44][C:45]1([C:48]([N:32]2[CH2:31][C:30]3[NH:29][C:28]4[CH:36]=[CH:37][CH:38]=[C:39]([C:40]([O:42][CH3:43])=[O:41])[C:27]=4[C:26](=[O:25])[C:35]=3[CH2:34][CH2:33]2)=[O:49])[CH2:47][CH2:46]1. The catalyst class is: 3. (6) Reactant: [NH2:1][C:2]1[C:3]([NH:8][C:9]2[CH:18]=[C:17]3[C:12]([CH:13]=[CH:14][CH:15]=[C:16]3[N:19]3[CH2:24][CH2:23][N:22]([CH3:25])[CH2:21][CH2:20]3)=[CH:11][CH:10]=2)=[N:4][CH:5]=[CH:6][CH:7]=1.C(N(CC)CC)C.[C:33](Cl)(=[O:40])[C:34]1[CH:39]=[CH:38][CH:37]=[CH:36][CH:35]=1. Product: [C:33]([NH:1][C:2]1[C:3]([NH:8][C:9]2[CH:18]=[C:17]3[C:12]([CH:13]=[CH:14][CH:15]=[C:16]3[N:19]3[CH2:20][CH2:21][N:22]([CH3:25])[CH2:23][CH2:24]3)=[CH:11][CH:10]=2)=[N:4][CH:5]=[CH:6][CH:7]=1)(=[O:40])[C:34]1[CH:39]=[CH:38][CH:37]=[CH:36][CH:35]=1. The catalyst class is: 1. (7) Product: [CH3:1][C:2]1[CH:3]=[CH:4][C:5]([CH2:6][N:7]2[C:12](=[N:13][C:14]3[CH:19]=[CH:18][C:17]([O:20][CH:21]([CH3:22])[CH3:23])=[C:16]([CH2:24][CH3:25])[CH:15]=3)[NH:11][C:10](=[O:26])[N:9]([CH2:27][C@@H:28]([C:30]([OH:32])=[O:31])[CH3:29])[C:8]2=[O:34])=[CH:35][CH:36]=1. Reactant: [CH3:1][C:2]1[CH:36]=[CH:35][C:5]([CH2:6][N:7]2[C:12](=[N:13][C:14]3[CH:19]=[CH:18][C:17]([O:20][CH:21]([CH3:23])[CH3:22])=[C:16]([CH2:24][CH3:25])[CH:15]=3)[NH:11][C:10](=[O:26])[N:9]([CH2:27][C@@H:28]([C:30]([O:32]C)=[O:31])[CH3:29])[C:8]2=[O:34])=[CH:4][CH:3]=1.CO.[OH-].[Li+].C(O)(=O)CC(CC(O)=O)(C(O)=O)O. The catalyst class is: 1. (8) Reactant: [Br:1][C:2]1[CH:7]=[CH:6][C:5]([C:8]2[CH:13]=[CH:12][C:11]([Cl:14])=[CH:10][CH:9]=2)=[CH:4][C:3]=1I.C([Mg]Br)(C)C.CN(C)[CH:23]=[O:24]. Product: [Br:1][C:2]1[CH:7]=[CH:6][C:5]([C:8]2[CH:13]=[CH:12][C:11]([Cl:14])=[CH:10][CH:9]=2)=[CH:4][C:3]=1[CH:23]=[O:24]. The catalyst class is: 469.